Task: Predict the reactants needed to synthesize the given product.. Dataset: Full USPTO retrosynthesis dataset with 1.9M reactions from patents (1976-2016) (1) Given the product [C:1]([C@@H:3]1[CH2:7][CH2:6][CH2:5][N:4]1[C:8](=[O:26])[CH2:9][NH:10][C:11]([CH:13]1[CH2:14][CH2:15][NH:16][CH2:17][CH2:18]1)=[O:12])#[N:2], predict the reactants needed to synthesize it. The reactants are: [C:1]([C@@H:3]1[CH2:7][CH2:6][CH2:5][N:4]1[C:8](=[O:26])[CH2:9][NH:10][C:11]([CH:13]1[CH2:18][CH2:17][N:16](C(OC(C)(C)C)=O)[CH2:15][CH2:14]1)=[O:12])#[N:2].O.CC1C=CC(S(O)(=O)=O)=CC=1. (2) The reactants are: [CH:1]1([NH:6][C:7]2[N:12]=[C:11]([NH:13][C:14]3[CH:15]=[N:16][C:17]([O:20][CH3:21])=[CH:18][CH:19]=3)[C:10](I)=[CH:9][N:8]=2)[CH2:5][CH2:4][CH2:3][CH2:2]1.[CH3:23][C:24]1[N:29]=[C:28]([S:30][CH3:31])[N:27]=[C:26]([Sn](CCCC)(CCCC)CCCC)[N:25]=1.[F-].[Cs+].O1CCOCC1. Given the product [CH:1]1([NH:6][C:7]2[N:12]=[C:11]([NH:13][C:14]3[CH:15]=[N:16][C:17]([O:20][CH3:21])=[CH:18][CH:19]=3)[C:10]([C:26]3[N:25]=[C:24]([CH3:23])[N:29]=[C:28]([S:30][CH3:31])[N:27]=3)=[CH:9][N:8]=2)[CH2:5][CH2:4][CH2:3][CH2:2]1, predict the reactants needed to synthesize it. (3) Given the product [CH3:18][O:19][P:20]([CH2:2][C:3]1[CH:8]=[CH:7][C:6]([S:9]([C:12]2[CH:17]=[CH:16][CH:15]=[CH:14][CH:13]=2)(=[O:11])=[O:10])=[CH:5][CH:4]=1)(=[O:23])[O:21][CH3:22], predict the reactants needed to synthesize it. The reactants are: Br[CH2:2][C:3]1[CH:8]=[CH:7][C:6]([S:9]([C:12]2[CH:17]=[CH:16][CH:15]=[CH:14][CH:13]=2)(=[O:11])=[O:10])=[CH:5][CH:4]=1.[CH3:18][O:19][P:20]([O:23]C)[O:21][CH3:22]. (4) Given the product [C:55]([O:59][C:60]([N:62]1[C@H:66]([CH2:67][N:4]2[CH:8]=[CH:7][C:6]([NH:9][C:10](=[O:30])[C@@H:11]([N:16]3[CH2:20][C:19]([O:21][C:22]4[CH:27]=[CH:26][CH:25]=[CH:24][C:23]=4[Cl:28])=[CH:18][C:17]3=[O:29])[CH2:12][CH:13]([CH3:14])[CH3:15])=[N:5]2)[CH2:65][O:64][C:63]1([CH3:74])[CH3:75])=[O:61])([CH3:58])([CH3:56])[CH3:57], predict the reactants needed to synthesize it. The reactants are: OC(C)(C)C[N:4]1[CH:8]=[CH:7][C:6]([NH:9][C:10](=[O:30])[C@@H:11]([N:16]2[CH2:20][C:19]([O:21][C:22]3[CH:27]=[CH:26][CH:25]=[CH:24][C:23]=3[Cl:28])=[CH:18][C:17]2=[O:29])[CH2:12][CH:13]([CH3:15])[CH3:14])=[N:5]1.Cl.CN(C)CCCN=C=NCC.ON1C2C=CC=CC=2N=N1.[C:55]([O:59][C:60]([N:62]1[C@H:66]([CH2:67]N2C=CC(N)=N2)[CH2:65][O:64][C:63]1([CH3:75])[CH3:74])=[O:61])([CH3:58])([CH3:57])[CH3:56]. (5) Given the product [CH3:1][N:2]([C:3]1[CH:8]=[CH:7][C:6]([C:9]([N:11]2[CH2:17][C:16]3([CH3:19])[CH2:18][CH:12]2[CH2:13][C:14]([CH3:21])([CH3:20])[CH2:15]3)=[O:10])=[CH:5][CH:4]=1)[S:23]([CH3:22])(=[O:25])=[O:24], predict the reactants needed to synthesize it. The reactants are: [CH3:1][NH:2][C:3]1[CH:8]=[CH:7][C:6]([C:9]([N:11]2[CH2:17][C:16]3([CH3:19])[CH2:18][CH:12]2[CH2:13][C:14]([CH3:21])([CH3:20])[CH2:15]3)=[O:10])=[CH:5][CH:4]=1.[CH3:22][S:23](Cl)(=[O:25])=[O:24].